From a dataset of Reaction yield outcomes from USPTO patents with 853,638 reactions. Predict the reaction yield, written as a fraction of the theoretical maximum amount of product (1.0 means a 100% yield; for example, 0.34 means a 34% yield). (1) The reactants are [CH:1]1([NH:4][C:5]([C:7]2[N:8]=[N:9][N:10]([C:12]3[CH:17]=[CH:16][C:15]([C:18]([NH:20][CH2:21][CH3:22])=[O:19])=[CH:14][C:13]=3[O:23][CH2:24][CH2:25][CH2:26][CH2:27][CH2:28][CH2:29]O)[CH:11]=2)=[O:6])[CH2:3][CH2:2]1.CCN(S(F)(F)[F:37])CC.C(=O)([O-])O.[Na+]. The yield is 0.150. The product is [CH:1]1([NH:4][C:5]([C:7]2[N:8]=[N:9][N:10]([C:12]3[CH:17]=[CH:16][C:15]([C:18]([NH:20][CH2:21][CH3:22])=[O:19])=[CH:14][C:13]=3[O:23][CH2:24][CH2:25][CH2:26][CH2:27][CH2:28][CH2:29][F:37])[CH:11]=2)=[O:6])[CH2:3][CH2:2]1. The catalyst is ClCCl. (2) The reactants are [O:1]1[CH:5]=[CH:4][CH:3]=[C:2]1[CH2:6][CH2:7][CH2:8][OH:9].CC(OI1(OC(C)=O)(OC(C)=O)OC(=O)C2C=CC=CC1=2)=O. The catalyst is C(Cl)Cl. The product is [O:1]1[CH:5]=[CH:4][CH:3]=[C:2]1[CH2:6][CH2:7][CH:8]=[O:9]. The yield is 0.730. (3) The reactants are [Cl:1][C:2]1[CH:26]=[C:25]([F:27])[C:24]([C:28]2[CH:33]=[CH:32][CH:31]=[CH:30][N:29]=2)=[CH:23][C:3]=1[C:4]([NH:6][C:7]1[N:11]([C:12]2[CH:17]=[CH:16][CH:15]=[CH:14][CH:13]=2)[N:10]=[C:9]([C:18]([O:20]CC)=[O:19])[CH:8]=1)=[O:5].[OH-].[Na+]. The catalyst is Cl. The product is [Cl:1][C:2]1[CH:26]=[C:25]([F:27])[C:24]([C:28]2[CH:33]=[CH:32][CH:31]=[CH:30][N:29]=2)=[CH:23][C:3]=1[C:4]([NH:6][C:7]1[N:11]([C:12]2[CH:13]=[CH:14][CH:15]=[CH:16][CH:17]=2)[N:10]=[C:9]([C:18]([OH:20])=[O:19])[CH:8]=1)=[O:5]. The yield is 0.900. (4) The reactants are Br[C:2]1[CH:3]=[C:4]([C:19]([OH:21])=[O:20])[CH:5]=[C:6]2[C:11]=1[O:10][C:9]([N:12]1[CH2:17][CH2:16][O:15][CH2:14][CH2:13]1)=[CH:8][C:7]2=[O:18].C([Sn](CCCC)(CCCC)[C:27]([O:29]CC)=[CH2:28])CCC. The catalyst is O1CCOCC1.[Pd](Cl)Cl.C1(P(C2C=CC=CC=2)C2C=CC=CC=2)C=CC=CC=1.C1(P(C2C=CC=CC=2)C2C=CC=CC=2)C=CC=CC=1. The product is [C:27]([C:2]1[CH:3]=[C:4]([C:19]([OH:21])=[O:20])[CH:5]=[C:6]2[C:11]=1[O:10][C:9]([N:12]1[CH2:17][CH2:16][O:15][CH2:14][CH2:13]1)=[CH:8][C:7]2=[O:18])(=[O:29])[CH3:28]. The yield is 1.04. (5) The reactants are [F:1][C:2]1[CH:3]=[C:4]2[C:8](=[CH:9][C:10]=1[N:11]1[CH2:16][CH2:15][NH:14][CH:13]([CH3:17])[CH2:12]1)[NH:7][C:6](=[O:18])[C:5]2=[O:19].[C:20]([O:24][C:25](O[C:25]([O:24][C:20]([CH3:23])([CH3:22])[CH3:21])=[O:26])=[O:26])([CH3:23])([CH3:22])[CH3:21]. The catalyst is C1COCC1. The product is [F:1][C:2]1[CH:3]=[C:4]2[C:8](=[CH:9][C:10]=1[N:11]1[CH2:16][CH2:15][N:14]([C:25]([O:24][C:20]([CH3:23])([CH3:22])[CH3:21])=[O:26])[CH:13]([CH3:17])[CH2:12]1)[NH:7][C:6](=[O:18])[C:5]2=[O:19]. The yield is 0.690.